Dataset: Buchwald-Hartwig C-N cross coupling reaction yields with 55,370 reactions. Task: Predict the reaction yield, written as a fraction of the theoretical maximum amount of product (1.0 means a 100% yield; for example, 0.34 means a 34% yield). (1) The reactants are FC(F)(F)c1ccc(Br)cc1.Cc1ccc(N)cc1.O=S(=O)(O[Pd]1c2ccccc2-c2ccccc2N~1)C(F)(F)F.CC(C)c1cc(C(C)C)c(-c2ccccc2P(C2CCCCC2)C2CCCCC2)c(C(C)C)c1.CN1CCCN2CCCN=C12.COC(=O)c1ccno1. No catalyst specified. The product is Cc1ccc(Nc2ccc(C(F)(F)F)cc2)cc1. The yield is 0.178. (2) The reactants are FC(F)(F)c1ccc(Cl)cc1.Cc1ccc(N)cc1.O=S(=O)(O[Pd]1c2ccccc2-c2ccccc2N~1)C(F)(F)F.CC(C)c1cc(C(C)C)c(-c2ccccc2P(C(C)(C)C)C(C)(C)C)c(C(C)C)c1.CCN=P(N=P(N(C)C)(N(C)C)N(C)C)(N(C)C)N(C)C.Cc1cc(-n2cccc2)no1. No catalyst specified. The product is Cc1ccc(Nc2ccc(C(F)(F)F)cc2)cc1. The yield is 0.306.